From a dataset of NCI-60 drug combinations with 297,098 pairs across 59 cell lines. Regression. Given two drug SMILES strings and cell line genomic features, predict the synergy score measuring deviation from expected non-interaction effect. (1) Drug 1: CN1CCC(CC1)COC2=C(C=C3C(=C2)N=CN=C3NC4=C(C=C(C=C4)Br)F)OC. Drug 2: C1CNP(=O)(OC1)N(CCCl)CCCl. Cell line: CCRF-CEM. Synergy scores: CSS=4.40, Synergy_ZIP=1.52, Synergy_Bliss=6.12, Synergy_Loewe=-1.80, Synergy_HSA=2.98. (2) Synergy scores: CSS=32.3, Synergy_ZIP=5.08, Synergy_Bliss=3.06, Synergy_Loewe=-20.6, Synergy_HSA=3.44. Drug 1: CC12CCC3C(C1CCC2O)C(CC4=C3C=CC(=C4)O)CCCCCCCCCS(=O)CCCC(C(F)(F)F)(F)F. Cell line: OVCAR-5. Drug 2: CN(CC1=CN=C2C(=N1)C(=NC(=N2)N)N)C3=CC=C(C=C3)C(=O)NC(CCC(=O)O)C(=O)O.